Dataset: TCR-epitope binding with 47,182 pairs between 192 epitopes and 23,139 TCRs. Task: Binary Classification. Given a T-cell receptor sequence (or CDR3 region) and an epitope sequence, predict whether binding occurs between them. (1) The epitope is VVYRGTTTY. The TCR CDR3 sequence is CASGPGTGQETQYF. Result: 0 (the TCR does not bind to the epitope). (2) The epitope is FVDGVPFVV. The TCR CDR3 sequence is CASSSSGGGIDTQYF. Result: 1 (the TCR binds to the epitope). (3) The epitope is VVYRGTTTY. The TCR CDR3 sequence is CASTILRDLQLHTEAFF. Result: 0 (the TCR does not bind to the epitope). (4) The epitope is ISPRTLNAW. The TCR CDR3 sequence is CASSYGGTEAFF. Result: 0 (the TCR does not bind to the epitope). (5) The epitope is TPRVTGGGAM. The TCR CDR3 sequence is CSVEDLRNYGYTF. Result: 1 (the TCR binds to the epitope). (6) The epitope is FPPTSFGPL. The TCR CDR3 sequence is CASSQEEGSPTFYSGNTIYF. Result: 1 (the TCR binds to the epitope). (7) The epitope is RLRPGGKKK. The TCR CDR3 sequence is CASSWGRANVEQYF. Result: 1 (the TCR binds to the epitope). (8) The epitope is FLNGSCGSV. The TCR CDR3 sequence is CASSSTGATSDTQYF. Result: 1 (the TCR binds to the epitope). (9) The epitope is IVTDFSVIK. The TCR CDR3 sequence is CASSLDRDVAYEQYF. Result: 1 (the TCR binds to the epitope).